From a dataset of Peptide-MHC class I binding affinity with 185,985 pairs from IEDB/IMGT. Regression. Given a peptide amino acid sequence and an MHC pseudo amino acid sequence, predict their binding affinity value. This is MHC class I binding data. (1) The peptide sequence is DYKECEWPL. The MHC is HLA-B15:01 with pseudo-sequence HLA-B15:01. The binding affinity (normalized) is 0.0847. (2) The peptide sequence is QCGDPSSFDY. The MHC is HLA-A30:02 with pseudo-sequence HLA-A30:02. The binding affinity (normalized) is 0.251. (3) The peptide sequence is FPAIFSAEVL. The MHC is HLA-B54:01 with pseudo-sequence HLA-B54:01. The binding affinity (normalized) is 0.421. (4) The peptide sequence is EQRLIDICV. The MHC is HLA-A69:01 with pseudo-sequence HLA-A69:01. The binding affinity (normalized) is 0.0847. (5) The peptide sequence is YRNFSFSLK. The MHC is HLA-B27:05 with pseudo-sequence HLA-B27:05. The binding affinity (normalized) is 0.723.